Dataset: Catalyst prediction with 721,799 reactions and 888 catalyst types from USPTO. Task: Predict which catalyst facilitates the given reaction. (1) Reactant: [N:1]1([CH2:7][CH2:8][CH2:9][CH2:10][C:11]2[N:12]([CH2:22][CH2:23][CH3:24])[C:13]3[CH:19]=[C:18]([C:20]#[N:21])[CH:17]=[CH:16][C:14]=3[N:15]=2)[CH2:6][CH2:5][CH2:4][CH2:3][CH2:2]1.[OH-].[Na+]. Product: [NH:12]1[CH:13]=[CH:14][N:15]=[C:11]1[CH2:10][NH:21][CH2:20][C:18]1[CH:17]=[CH:16][C:14]2[N:15]=[C:11]([CH2:10][CH2:9][CH2:8][CH2:7][N:1]3[CH2:6][CH2:5][CH2:4][CH2:3][CH2:2]3)[N:12]([CH2:22][CH2:23][CH3:24])[C:13]=2[CH:19]=1. The catalyst class is: 171. (2) Reactant: [C:1]([C:3]1[S:4][C:5]([N:12]([CH2:19][CH3:20])[CH:13]2[CH2:18][CH2:17][O:16][CH2:15][CH2:14]2)=[C:6]([CH3:11])[C:7]=1[C:8]([OH:10])=O)#[N:2].Cl.[NH2:22][CH2:23][C:24]1[C:25](=[O:32])[NH:26][C:27]([CH3:31])=[CH:28][C:29]=1[CH3:30].C(Cl)CCl.C1C=NC2N(O)N=NC=2C=1.CN1CCOCC1. Product: [C:1]([C:3]1[S:4][C:5]([N:12]([CH2:19][CH3:20])[CH:13]2[CH2:18][CH2:17][O:16][CH2:15][CH2:14]2)=[C:6]([CH3:11])[C:7]=1[C:8]([NH:22][CH2:23][C:24]1[C:25](=[O:32])[NH:26][C:27]([CH3:31])=[CH:28][C:29]=1[CH3:30])=[O:10])#[N:2]. The catalyst class is: 136. (3) Reactant: C1(C2CC2C(Cl)=O)C=CC=CC=1.[C:13]1([CH:19]2[CH2:21][CH:20]2[C:22]([N:24]=[C:25]=[S:26])=[O:23])[CH:18]=[CH:17][CH:16]=[CH:15][CH:14]=1.[CH3:27][O:28][C:29]1[CH:30]=[C:31]2[C:36](=[CH:37][C:38]=1[O:39][CH3:40])[N:35]=[CH:34][CH:33]=[C:32]2[O:41][C:42]1[CH:48]=[CH:47][C:45]([NH2:46])=[CH:44][C:43]=1[F:49].C1(C)C=CC=CC=1. Product: [C:13]1([CH:19]2[CH2:21][CH:20]2[C:22]([N:24]=[C:25]=[S:26])=[O:23])[CH:18]=[CH:17][CH:16]=[CH:15][CH:14]=1.[CH3:27][O:28][C:29]1[CH:30]=[C:31]2[C:36](=[CH:37][C:38]=1[O:39][CH3:40])[N:35]=[CH:34][CH:33]=[C:32]2[O:41][C:42]1[CH:48]=[CH:47][C:45]([NH:46][C:25]([NH:24][C:22]([CH:20]2[CH2:21][CH:19]2[C:13]2[CH:18]=[CH:17][CH:16]=[CH:15][CH:14]=2)=[O:23])=[S:26])=[CH:44][C:43]=1[F:49]. The catalyst class is: 8. (4) Reactant: [C:1]1([C:7]2[NH:8][CH:9]=[CH:10][C:11]=2[C:12]([O:14]CC)=[O:13])[CH:6]=[CH:5][CH:4]=[CH:3][CH:2]=1.[OH-].[Na+]. Product: [C:1]1([C:7]2[NH:8][CH:9]=[CH:10][C:11]=2[C:12]([OH:14])=[O:13])[CH:2]=[CH:3][CH:4]=[CH:5][CH:6]=1. The catalyst class is: 8. (5) Reactant: Cl[C:2]1[N:3]=[C:4]([O:20][C:21]2[CH:26]=[CH:25][CH:24]=[C:23]([N+:27]([O-:29])=[O:28])[CH:22]=2)[C:5]2[C:10]([F:11])=[CH:9][N:8]([CH2:12][O:13][CH2:14][CH2:15][Si:16]([CH3:19])([CH3:18])[CH3:17])[C:6]=2[N:7]=1.[CH3:30][N:31]1[CH:35]=[CH:34][C:33]([NH2:36])=[N:32]1.C([O-])([O-])=O.[Cs+].[Cs+].CC1(C)C2C(=C(P(C3C=CC=CC=3)C3C=CC=CC=3)C=CC=2)OC2C(P(C3C=CC=CC=3)C3C=CC=CC=3)=CC=CC1=2. Product: [F:11][C:10]1[C:5]2[C:4]([O:20][C:21]3[CH:26]=[CH:25][CH:24]=[C:23]([N+:27]([O-:29])=[O:28])[CH:22]=3)=[N:3][C:2]([NH:36][C:33]3[CH:34]=[CH:35][N:31]([CH3:30])[N:32]=3)=[N:7][C:6]=2[N:8]([CH2:12][O:13][CH2:14][CH2:15][Si:16]([CH3:19])([CH3:18])[CH3:17])[CH:9]=1. The catalyst class is: 62. (6) Reactant: [F:1][C:2]([F:34])([F:33])[C:3]([C:12]1[CH:29]=[CH:28][C:15]([O:16][C:17]2[CH:18]=[CH:19][C:20]([N+:25]([O-:27])=[O:26])=[C:21]([CH2:23][OH:24])[CH:22]=2)=[C:14]([CH2:30][CH2:31][CH3:32])[CH:13]=1)([O:8][CH2:9][O:10][CH3:11])[C:4]([F:7])([F:6])[F:5].N1C=CC=CC=1.[C:41]1([N:47]=[C:48]=[O:49])[CH:46]=[CH:45][CH:44]=[CH:43][CH:42]=1.Cl. Product: [C:41]1([NH:47][C:48](=[O:49])[O:24][CH2:23][C:21]2[CH:22]=[C:17]([O:16][C:15]3[CH:28]=[CH:29][C:12]([C:3]([O:8][CH2:9][O:10][CH3:11])([C:4]([F:6])([F:5])[F:7])[C:2]([F:33])([F:34])[F:1])=[CH:13][C:14]=3[CH2:30][CH2:31][CH3:32])[CH:18]=[CH:19][C:20]=2[N+:25]([O-:27])=[O:26])[CH:46]=[CH:45][CH:44]=[CH:43][CH:42]=1. The catalyst class is: 46.